From a dataset of Forward reaction prediction with 1.9M reactions from USPTO patents (1976-2016). Predict the product of the given reaction. Given the reactants C([N:8]1[CH2:13][CH2:12][C:11]2([CH2:22][C:21](=[O:23])[C:20]3[C:15](=[CH:16][C:17]([CH3:25])=[C:18]([Cl:24])[CH:19]=3)[O:14]2)[CH2:10][CH2:9]1)(OC(C)(C)C)=O.Cl, predict the reaction product. The product is: [ClH:24].[Cl:24][C:18]1[CH:19]=[C:20]2[C:15](=[CH:16][C:17]=1[CH3:25])[O:14][C:11]1([CH2:12][CH2:13][NH:8][CH2:9][CH2:10]1)[CH2:22][C:21]2=[O:23].